Dataset: Full USPTO retrosynthesis dataset with 1.9M reactions from patents (1976-2016). Task: Predict the reactants needed to synthesize the given product. (1) Given the product [ClH:25].[N:23]1([C:22]([O:21][C:15]2[CH:16]=[C:17]([F:20])[CH:18]=[CH:19][C:14]=2/[CH:13]=[C:9]2\[C:10](=[O:12])[N:11]=[C:7]([N:1]3[CH2:6][CH2:5][CH2:4][CH2:3][NH:2]3)[S:8]\2)=[O:24])[CH2:31][CH2:30][O:29][CH2:28][CH2:27]1, predict the reactants needed to synthesize it. The reactants are: [N:1]1([C:7]2[S:8]/[C:9](=[CH:13]\[C:14]3[CH:19]=[CH:18][C:17]([F:20])=[CH:16][C:15]=3[OH:21])/[C:10](=[O:12])[N:11]=2)[CH2:6][CH2:5][CH2:4][CH2:3][NH:2]1.[C:22]([Cl:25])(=[O:24])[NH2:23].N1[CH2:31][CH2:30][O:29][CH2:28][CH2:27]1. (2) Given the product [NH2:10][C:13]1[CH:14]=[C:15]([CH:18]=[CH:19][CH:20]=1)[CH2:16][N:6]1[CH2:7][CH2:8][N:4]([CH3:3])[C:5]1=[O:9], predict the reactants needed to synthesize it. The reactants are: [H-].[Na+].[CH3:3][N:4]1[CH2:8][CH2:7][NH:6][C:5]1=[O:9].[N+:10]([C:13]1[CH:14]=[C:15]([CH:18]=[CH:19][CH:20]=1)[CH2:16]Br)([O-])=O. (3) Given the product [Cl:1][CH2:2][CH2:3][CH2:4][S:5]([O:8][CH2:9][C:10]([CH3:24])([CH3:23])[C@@H:11]([O:15][CH2:16][C:17]1[CH:22]=[CH:21][CH:20]=[CH:19][CH:18]=1)[C:12]([O:14][CH2:25][CH2:26][N:31]([CH3:36])[CH3:32])=[O:13])(=[O:6])=[O:7], predict the reactants needed to synthesize it. The reactants are: [Cl:1][CH2:2][CH2:3][CH2:4][S:5]([O:8][CH2:9][C:10]([CH3:24])([CH3:23])[C@@H:11]([O:15][CH2:16][C:17]1[CH:22]=[CH:21][CH:20]=[CH:19][CH:18]=1)[C:12]([OH:14])=[O:13])(=[O:7])=[O:6].[C:25](Cl)(=O)[C:26](Cl)=O.[N:31]1[CH:36]=CC=C[CH:32]=1. (4) Given the product [OH:1][CH:2]1[CH2:6][CH2:5][CH:4]([C:7]2[O:9][N:64]=[C:63]([NH:62][C:57]3[CH:58]=[CH:59][C:60]([CH3:61])=[C:55]([C:46]4[C:45](=[O:67])[N:44]([CH3:43])[C:53]5[C:48]([CH:47]=4)=[CH:49][N:50]=[C:51]([CH3:54])[CH:52]=5)[CH:56]=3)[N:66]=2)[CH2:3]1, predict the reactants needed to synthesize it. The reactants are: [O:1]=[C:2]1[CH2:6][CH2:5][CH:4]([C:7]([OH:9])=O)[CH2:3]1.CN(C(ON1N=NC2C=CC=NC1=2)=[N+](C)C)C.F[P-](F)(F)(F)(F)F.CCN(C(C)C)C(C)C.[CH3:43][N:44]1[C:53]2[C:48](=[CH:49][N:50]=[C:51]([CH3:54])[CH:52]=2)[CH:47]=[C:46]([C:55]2[CH:56]=[C:57]([NH:62]/[C:63](/[NH2:66])=[N:64]/O)[CH:58]=[CH:59][C:60]=2[CH3:61])[C:45]1=[O:67].[BH4-].[Na+]. (5) Given the product [CH2:1]1[C:4]2([CH2:5][CH2:6][N:7]([C:24]([O:25][CH2:26][C:27]3[CH:32]=[CH:31][CH:30]=[CH:29][CH:28]=3)=[O:33])[CH2:8][CH2:9]2)[CH2:3][N:2]1[C:10]([O:12][C:13]([CH3:16])([CH3:15])[CH3:14])=[O:11], predict the reactants needed to synthesize it. The reactants are: [CH2:1]1[C:4]2([CH2:9][CH2:8][NH:7][CH2:6][CH2:5]2)[CH2:3][N:2]1[C:10]([O:12][C:13]([CH3:16])([CH3:15])[CH3:14])=[O:11].C(N(CC)CC)C.[C:24](=O)([O:33]N1C(=O)CCC1=O)[O:25][CH2:26][C:27]1[CH:32]=[CH:31][CH:30]=[CH:29][CH:28]=1. (6) The reactants are: [CH3:1][C:2]1[C:6]2[C:7](=[O:19])[N:8]([CH2:11][CH2:12][N:13]3[CH2:18][CH2:17][O:16][CH2:15][CH2:14]3)[CH2:9][CH2:10][C:5]=2[NH:4][C:3]=1[CH:20]=O.[NH:22]1[CH2:27][CH2:26][CH:25]([C:28]2[CH:36]=[CH:35][CH:34]=[C:33]3[C:29]=2[CH2:30][C:31](=[O:37])[NH:32]3)[CH2:24][CH2:23]1. Given the product [CH3:1][C:2]1[C:6]2[C:7](=[O:19])[N:8]([CH2:11][CH2:12][N:13]3[CH2:14][CH2:15][O:16][CH2:17][CH2:18]3)[CH2:9][CH2:10][C:5]=2[NH:4][C:3]=1[CH:20]=[C:30]1[C:29]2[C:33](=[CH:34][CH:35]=[CH:36][C:28]=2[CH:25]2[CH2:24][CH2:23][NH:22][CH2:27][CH2:26]2)[NH:32][C:31]1=[O:37], predict the reactants needed to synthesize it. (7) The reactants are: [C:1](Cl)([CH3:3])=[O:2].Cl.[F:6][C:7]1[CH:8]=[CH:9][C:10]([CH2:13][O:14][C:15]2[CH:20]=[CH:19][N:18]([C:21]3[CH:22]=[CH:23][C:24]4[C:25]5[CH2:35][CH2:34][NH:33][CH2:32][CH2:31][C:26]=5[N:27]([CH3:30])[C:28]=4[CH:29]=3)[C:17](=[O:36])[CH:16]=2)=[N:11][CH:12]=1.CCN(CC)CC.O. Given the product [C:1]([N:33]1[CH2:34][CH2:35][C:25]2[C:24]3[CH:23]=[CH:22][C:21]([N:18]4[CH:19]=[CH:20][C:15]([O:14][CH2:13][C:10]5[CH:9]=[CH:8][C:7]([F:6])=[CH:12][N:11]=5)=[CH:16][C:17]4=[O:36])=[CH:29][C:28]=3[N:27]([CH3:30])[C:26]=2[CH2:31][CH2:32]1)(=[O:2])[CH3:3], predict the reactants needed to synthesize it. (8) Given the product [CH2:25]([O:23][C:22](=[O:24])[CH2:21][C:17]1[CH:16]=[C:15]([C:6]2[CH:7]=[CH:8][C:9]([C:11]([F:13])([F:12])[F:14])=[CH:10][C:5]=2[CH2:4][NH:3][CH2:1][CH3:2])[CH:20]=[CH:19][CH:18]=1)[CH3:26], predict the reactants needed to synthesize it. The reactants are: [CH2:1]([NH:3][CH2:4][C:5]1[CH:10]=[C:9]([C:11]([F:14])([F:13])[F:12])[CH:8]=[CH:7][C:6]=1[C:15]1[CH:20]=[CH:19][CH:18]=[C:17]([CH2:21][C:22]([OH:24])=[O:23])[CH:16]=1)[CH3:2].[CH3:25][CH2:26]O. (9) Given the product [CH2:48]([O:55][N:56]([CH2:59][CH2:60][CH2:61][NH:1][C@H:2]([C:42]1[CH:43]=[CH:44][CH:45]=[CH:46][CH:47]=1)[CH2:3][N:4]1[C:9](=[O:10])[C:8]2[C:11]3([O:27][CH2:28][C:7]=2[N:6]([CH2:29][C:30]2[C:35]([C:36]([F:39])([F:38])[F:37])=[CH:34][CH:33]=[CH:32][C:31]=2[F:40])[C:5]1=[O:41])[CH2:12][CH2:13][N:14]([CH2:17][C:18]1[O:19][C:20]([C:23]([F:24])([F:25])[F:26])=[CH:21][CH:22]=1)[CH2:15][CH2:16]3)[CH:57]=[O:58])[C:49]1[CH:54]=[CH:53][CH:52]=[CH:51][CH:50]=1, predict the reactants needed to synthesize it. The reactants are: [NH2:1][C@H:2]([C:42]1[CH:47]=[CH:46][CH:45]=[CH:44][CH:43]=1)[CH2:3][N:4]1[C:9](=[O:10])[C:8]2[C:11]3([O:27][CH2:28][C:7]=2[N:6]([CH2:29][C:30]2[C:35]([C:36]([F:39])([F:38])[F:37])=[CH:34][CH:33]=[CH:32][C:31]=2[F:40])[C:5]1=[O:41])[CH2:16][CH2:15][N:14]([CH2:17][C:18]1[O:19][C:20]([C:23]([F:26])([F:25])[F:24])=[CH:21][CH:22]=1)[CH2:13][CH2:12]3.[CH2:48]([O:55][N:56]([CH2:59][CH2:60][CH2:61]Br)[CH:57]=[O:58])[C:49]1[CH:54]=[CH:53][CH:52]=[CH:51][CH:50]=1. (10) The reactants are: [CH2:1]([C:4]1([C:17]2[CH:22]=[CH:21][C:20]([F:23])=[CH:19][CH:18]=2)[O:9][C:8](=[O:10])[N:7]([C@H:11]([C:13]([CH3:16])([CH3:15])[CH3:14])[CH3:12])[CH2:6][CH2:5]1)[CH:2]=C.[O:24]=[O+][O-].[BH4-].[Na+]. Given the product [CH3:14][C:13]([CH3:15])([CH3:16])[C@@H:11]([N:7]1[CH2:6][CH2:5][C:4]([C:17]2[CH:22]=[CH:21][C:20]([F:23])=[CH:19][CH:18]=2)([CH2:1][CH2:2][OH:24])[O:9][C:8]1=[O:10])[CH3:12], predict the reactants needed to synthesize it.